From a dataset of Full USPTO retrosynthesis dataset with 1.9M reactions from patents (1976-2016). Predict the reactants needed to synthesize the given product. (1) Given the product [Cl-:2].[CH2:20]([N+:13]([CH2:11][CH3:12])([CH2:14][CH2:15][O:16][CH2:17][CH2:18][OH:19])[CH2:3][CH:4]([OH:10])[CH2:5][N+:6]([CH3:9])([CH3:8])[CH3:7])[CH3:21].[Cl-:1], predict the reactants needed to synthesize it. The reactants are: [Cl-:1].[Cl:2][CH2:3][CH:4]([OH:10])[CH2:5][N+:6]([CH3:9])([CH3:8])[CH3:7].[CH2:11]([N:13]([CH2:20][CH3:21])[CH2:14][CH2:15][O:16][CH2:17][CH2:18][OH:19])[CH3:12]. (2) Given the product [C:1]([C:4]1[CH:9]=[CH:8][C:7]([CH2:20][C:19]([O:22][CH2:23][CH3:24])=[O:21])=[CH:6][CH:5]=1)(=[O:3])[CH3:2], predict the reactants needed to synthesize it. The reactants are: [C:1]([C:4]1[CH:9]=[CH:8][C:7](B(O)O)=[CH:6][CH:5]=1)(=[O:3])[CH3:2].CCCCCC.[C:19]([O:22][CH2:23][CH3:24])(=[O:21])[CH3:20]. (3) The reactants are: F[C:2]1[CH:3]=[CH:4][C:5](/[CH:8]=[N:9]/[NH:10][S:11]([C:14]2[CH:19]=[CH:18][C:17]([CH3:20])=[CH:16][CH:15]=2)(=[O:13])=[O:12])=[N:6][CH:7]=1.[Cl:21]C1C=CC(C=O)=NC=1. Given the product [Cl:21][C:2]1[CH:3]=[CH:4][C:5](/[CH:8]=[N:9]/[NH:10][S:11]([C:14]2[CH:19]=[CH:18][C:17]([CH3:20])=[CH:16][CH:15]=2)(=[O:13])=[O:12])=[N:6][CH:7]=1, predict the reactants needed to synthesize it. (4) Given the product [CH3:7][S:8]([O:4][CH2:3][C:2]([F:6])([F:1])[CH3:5])(=[O:10])=[O:9], predict the reactants needed to synthesize it. The reactants are: [F:1][C:2]([F:6])([CH3:5])[CH2:3][OH:4].[CH3:7][S:8](Cl)(=[O:10])=[O:9].C(N(CC)CC)C.[Cl-].[NH4+].